From a dataset of Reaction yield outcomes from USPTO patents with 853,638 reactions. Predict the reaction yield, written as a fraction of the theoretical maximum amount of product (1.0 means a 100% yield; for example, 0.34 means a 34% yield). (1) The reactants are [Cl:1][C:2]1[C:7]([Cl:8])=[CH:6][CH:5]=[CH:4][C:3]=1[NH:9][C:10]1[N:14]=[C:13]([N:15](CC2C=CC(OC)=CC=2)CC2C=CC(OC)=CC=2)[N:12](CC2C=CC(OC)=CC=2)[N:11]=1.C(O)(C(F)(F)F)=O. No catalyst specified. The product is [Cl:1][C:2]1[C:7]([Cl:8])=[CH:6][CH:5]=[CH:4][C:3]=1[NH:9][C:10]1[N:14]=[C:13]([NH2:15])[NH:12][N:11]=1. The yield is 0.650. (2) The reactants are [OH:1][C:2]1[CH:7]=[CH:6][C:5]([C:8]([C:10]2[CH:18]=[CH:17][CH:16]=[CH:15][C:11]=2[C:12]([OH:14])=[O:13])=[O:9])=[CH:4][C:3]=1[N+:19]([O-:21])=[O:20].C(=O)([O-])[O-].[Cs+].[Cs+].[CH2:28](Br)[C:29]1[CH:34]=[CH:33][CH:32]=[CH:31][CH:30]=1.C(O)(=O)CC(CC(O)=O)(C(O)=O)O. The catalyst is CN(C=O)C.C(OCC)(=O)C.O. The product is [OH:1][C:2]1[CH:7]=[CH:6][C:5]([C:8]([C:10]2[CH:18]=[CH:17][CH:16]=[CH:15][C:11]=2[C:12]([O:14][CH2:28][C:29]2[CH:34]=[CH:33][CH:32]=[CH:31][CH:30]=2)=[O:13])=[O:9])=[CH:4][C:3]=1[N+:19]([O-:21])=[O:20]. The yield is 0.540. (3) The reactants are [NH2:1][C:2]1[N:7]=[CH:6][N:5]=[C:4]([NH:8][C@H:9]([C:11]2[N:16]([C:17]3[CH:22]=[CH:21][CH:20]=[CH:19][CH:18]=3)[C:15](=[O:23])[C:14]3=[C:24]([CH3:27])[CH:25]=[CH:26][N:13]3[N:12]=2)[CH3:10])[C:3]=1I.[F:29][C:30]1[CH:31]=[C:32](B(O)O)[CH:33]=[CH:34][C:35]=1[OH:36].C(=O)([O-])[O-].[Na+].[Na+]. No catalyst specified. The product is [NH2:1][C:2]1[N:7]=[CH:6][N:5]=[C:4]([NH:8][C@H:9]([C:11]2[N:16]([C:17]3[CH:22]=[CH:21][CH:20]=[CH:19][CH:18]=3)[C:15](=[O:23])[C:14]3=[C:24]([CH3:27])[CH:25]=[CH:26][N:13]3[N:12]=2)[CH3:10])[C:3]=1[C:32]1[CH:33]=[CH:34][C:35]([OH:36])=[C:30]([F:29])[CH:31]=1. The yield is 0.0900. (4) The reactants are [CH3:1][O:2][C:3]1[N:8]=[C:7]([NH2:9])[C:6]([N+:10]([O-:12])=[O:11])=[CH:5][CH:4]=1.[I:13]N1C(=O)CCC1=O. The product is [I:13][C:4]1[CH:5]=[C:6]([N+:10]([O-:12])=[O:11])[C:7]([NH2:9])=[N:8][C:3]=1[O:2][CH3:1]. The catalyst is C(O)(=O)C. The yield is 0.989. (5) The reactants are [NH2:1][C@@H:2]([CH2:33][C:34]1[CH:39]=[CH:38][CH:37]=[CH:36][CH:35]=1)[C@@H:3]([OH:32])[CH2:4][C@H:5]([NH:19][C:20]([C@@H:22]([NH:27][C:28](=[O:31])[O:29][CH3:30])[C:23]([CH3:26])([CH3:25])[CH3:24])=[O:21])[CH2:6][C:7]1[CH:12]=[CH:11][C:10]([C:13]2[CH:18]=[CH:17][CH:16]=[CH:15][N:14]=2)=[CH:9][CH:8]=1.[CH2:40]([N:47]1[CH2:51][CH2:50][N:49]([C@@H:52]([C:56]([CH3:59])([CH3:58])[CH3:57])[C:53](O)=[O:54])[C:48]1=[O:60])[C:41]1[CH:46]=[CH:45][CH:44]=[CH:43][CH:42]=1.CCOP(ON1N=NC2C=CC=CC=2C1=O)(OCC)=O.C(N(CC)C(C)C)(C)C. The catalyst is C1COCC1. The product is [CH2:40]([N:47]1[CH2:51][CH2:50][N:49]([C@@H:52]([C:56]([CH3:58])([CH3:57])[CH3:59])[C:53]([NH:1][C@@H:2]([CH2:33][C:34]2[CH:35]=[CH:36][CH:37]=[CH:38][CH:39]=2)[C@@H:3]([OH:32])[CH2:4][C@H:5]([NH:19][C:20]([C@@H:22]([NH:27][C:28](=[O:31])[O:29][CH3:30])[C:23]([CH3:26])([CH3:25])[CH3:24])=[O:21])[CH2:6][C:7]2[CH:12]=[CH:11][C:10]([C:13]3[CH:18]=[CH:17][CH:16]=[CH:15][N:14]=3)=[CH:9][CH:8]=2)=[O:54])[C:48]1=[O:60])[C:41]1[CH:42]=[CH:43][CH:44]=[CH:45][CH:46]=1. The yield is 0.730.